From a dataset of Forward reaction prediction with 1.9M reactions from USPTO patents (1976-2016). Predict the product of the given reaction. (1) Given the reactants [Br:1][C:2]1[CH:3]=[C:4]([CH:8]=O)[CH:5]=[N:6][CH:7]=1.[CH2:10]([S:12]([NH2:15])(=[O:14])=[O:13])[CH3:11].C(O)(=O)C.C(N(CC)CC)C.C(O[BH-](OC(=O)C)OC(=O)C)(=O)C.[Na+], predict the reaction product. The product is: [Br:1][C:2]1[CH:3]=[C:4]([CH2:8][NH:15][S:12]([CH2:10][CH3:11])(=[O:14])=[O:13])[CH:5]=[N:6][CH:7]=1. (2) The product is: [CH2:1]([O:8][C:9]1[CH:10]=[C:11]([C:15]2[CH:20]=[CH:19][N:18]=[C:17]3[N:21]([CH2:43][O:42][CH2:41][CH2:40][Si:37]([CH3:39])([CH3:38])[CH3:36])[C:22]([C:24]4[CH:25]=[CH:26][C:27]([C:28]([O:30][CH3:31])=[O:29])=[CH:32][CH:33]=4)=[N:23][C:16]=23)[CH:12]=[CH:13][CH:14]=1)[C:2]1[CH:3]=[CH:4][CH:5]=[CH:6][CH:7]=1. Given the reactants [CH2:1]([O:8][C:9]1[CH:10]=[C:11]([C:15]2[CH:20]=[CH:19][N:18]=[C:17]3[NH:21][C:22]([C:24]4[CH:33]=[CH:32][C:27]([C:28]([O:30][CH3:31])=[O:29])=[CH:26][CH:25]=4)=[N:23][C:16]=23)[CH:12]=[CH:13][CH:14]=1)[C:2]1[CH:7]=[CH:6][CH:5]=[CH:4][CH:3]=1.[H-].[Na+].[CH3:36][Si:37]([CH2:40][CH2:41][O:42][CH2:43]Cl)([CH3:39])[CH3:38], predict the reaction product.